Dataset: Peptide-MHC class II binding affinity with 134,281 pairs from IEDB. Task: Regression. Given a peptide amino acid sequence and an MHC pseudo amino acid sequence, predict their binding affinity value. This is MHC class II binding data. (1) The peptide sequence is TATELNNALQNLART. The MHC is DRB1_0901 with pseudo-sequence DRB1_0901. The binding affinity (normalized) is 0.175. (2) The peptide sequence is EKKYFAATCFEPLAA. The MHC is HLA-DPA10201-DPB10101 with pseudo-sequence HLA-DPA10201-DPB10101. The binding affinity (normalized) is 0.981. (3) The peptide sequence is SNQVKFYFNKRLN. The MHC is HLA-DPA10201-DPB10501 with pseudo-sequence HLA-DPA10201-DPB10501. The binding affinity (normalized) is 0.0836. (4) The peptide sequence is QRIYGVRYTETWSFL. The MHC is DRB1_0401 with pseudo-sequence DRB1_0401. The binding affinity (normalized) is 0.412. (5) The peptide sequence is ASPWSWPDLDLKPGA. The MHC is DRB1_0404 with pseudo-sequence DRB1_0404. The binding affinity (normalized) is 0.162. (6) The peptide sequence is KVGEVCSFYADPKRY. The MHC is DRB1_0405 with pseudo-sequence DRB1_0405. The binding affinity (normalized) is 0.405.